This data is from Catalyst prediction with 721,799 reactions and 888 catalyst types from USPTO. The task is: Predict which catalyst facilitates the given reaction. (1) Product: [C:26]([O:30][C:14]([C:12]1[C:11]([C:16]([OH:15])=[O:17])=[N:10][C:9]([C:19]2[CH:20]=[CH:21][C:22]([CH3:25])=[CH:23][CH:24]=2)=[C:8]([C:5]2[CH:4]=[CH:3][C:2]([CH3:1])=[CH:7][CH:6]=2)[N:13]=1)=[O:18])([CH3:29])([CH3:28])[CH3:27]. Reactant: [CH3:1][C:2]1[CH:7]=[CH:6][C:5]([C:8]2[N:13]=[C:12]3[C:14](=[O:18])[O:15][C:16](=[O:17])[C:11]3=[N:10][C:9]=2[C:19]2[CH:24]=[CH:23][C:22]([CH3:25])=[CH:21][CH:20]=2)=[CH:4][CH:3]=1.[C:26]([OH:30])([CH3:29])([CH3:28])[CH3:27]. The catalyst class is: 172. (2) Reactant: [NH:1]1[C:9]2[C:4](=[CH:5][CH:6]=[CH:7][CH:8]=2)[C:3]([CH2:10][C:11]([O:13][CH3:14])=[O:12])=[CH:2]1.Br[CH2:16][CH2:17][CH2:18][O:19][C:20]1[C:29]2[C:24](=[CH:25][CH:26]=[CH:27][CH:28]=2)[CH:23]=[CH:22][CH:21]=1.C([O-])([O-])=O.[Cs+].[Cs+]. Product: [C:20]1([O:19][CH2:18][CH2:17][CH2:16][N:1]2[C:9]3[C:4](=[CH:5][CH:6]=[CH:7][CH:8]=3)[C:3]([CH2:10][C:11]([O:13][CH3:14])=[O:12])=[CH:2]2)[C:29]2[C:24](=[CH:25][CH:26]=[CH:27][CH:28]=2)[CH:23]=[CH:22][CH:21]=1. The catalyst class is: 3. (3) Reactant: C(N(CC)CC)C.[CH3:8][C@H:9]1[NH:14][C@@H:13]([CH3:15])[CH2:12][N:11]([C:16]2[N:17]([CH2:38][C:39]([F:42])([F:41])[F:40])[C:18]3[C:23]([N:24]=2)=[C:22]([N:25]2[CH2:30][CH2:29][O:28][CH2:27][CH2:26]2)[N:21]=[C:20]([C:31]2[CH:32]=[N:33][C:34]([NH2:37])=[N:35][CH:36]=2)[N:19]=3)[CH2:10]1.[C:43](OC(=O)C)(=[O:45])[CH3:44]. Product: [C:43]([N:14]1[C@@H:9]([CH3:8])[CH2:10][N:11]([C:16]2[N:17]([CH2:38][C:39]([F:42])([F:41])[F:40])[C:18]3[C:23]([N:24]=2)=[C:22]([N:25]2[CH2:30][CH2:29][O:28][CH2:27][CH2:26]2)[N:21]=[C:20]([C:31]2[CH:36]=[N:35][C:34]([NH2:37])=[N:33][CH:32]=2)[N:19]=3)[CH2:12][C@H:13]1[CH3:15])(=[O:45])[CH3:44]. The catalyst class is: 2. (4) Reactant: [F:1][C:2]1[CH:3]=[C:4]2[C:9](=[C:10]([OH:12])[CH:11]=1)[N:8]=[C:7]([CH3:13])[CH:6]=[CH:5]2.[O:14]1[CH2:18][CH2:17][CH2:16][CH2:15]1.C1(P(C2C=CC=CC=2)C2C=CC=CC=2)C=CC=CC=1.N(C(OC(C)C)=O)=NC(OC(C)C)=O.COC[C@@H](O)C. Product: [F:1][C:2]1[CH:3]=[C:4]2[C:9](=[C:10]([O:12][C@H:16]([CH3:17])[CH2:15][O:14][CH3:18])[CH:11]=1)[N:8]=[C:7]([CH3:13])[CH:6]=[CH:5]2. The catalyst class is: 6. (5) Reactant: Cl.[CH3:2][CH:3]1[CH2:8][CH:7]([C:9]([O:11][CH3:12])=[O:10])[CH2:6][CH2:5][NH:4]1.Br[CH2:14][C:15]1[CH:20]=[CH:19][CH:18]=[C:17]([Cl:21])[C:16]=1[F:22].C(#N)C.C(=O)([O-])[O-].[K+].[K+]. Product: [Cl:21][C:17]1[C:16]([F:22])=[C:15]([CH2:14][N:4]2[CH2:5][CH2:6][CH:7]([C:9]([O:11][CH3:12])=[O:10])[CH2:8][CH:3]2[CH3:2])[CH:20]=[CH:19][CH:18]=1. The catalyst class is: 282. (6) Reactant: [C:1]([C:3]1[CH:4]=[CH:5][C:6]2[N:7]([CH:9]=[C:10]([C:12]([OH:14])=O)[N:11]=2)[CH:8]=1)#[N:2].C1C=CC2N(O)N=NC=2C=1.CCN(C(C)C)C(C)C.CCN=C=NCCCN(C)C.[NH2:45][C@@H:46]([CH3:63])[CH2:47][N:48]1[CH:52]=[CH:51][C:50]([C:53]2[CH:60]=[C:59]([F:61])[C:56]([C:57]#[N:58])=[C:55]([Cl:62])[CH:54]=2)=[N:49]1. Product: [Cl:62][C:55]1[CH:54]=[C:53]([C:50]2[CH:51]=[CH:52][N:48]([CH2:47][C@@H:46]([NH:45][C:12]([C:10]3[N:11]=[C:6]4[CH:5]=[CH:4][C:3]([C:1]#[N:2])=[CH:8][N:7]4[CH:9]=3)=[O:14])[CH3:63])[N:49]=2)[CH:60]=[C:59]([F:61])[C:56]=1[C:57]#[N:58]. The catalyst class is: 59. (7) Reactant: [CH:1]1[C:9]([NH2:10])=[CH:8][C:7]2[CH2:11][CH2:12][N:5]3[C:6]=2[C:2]=1[C:3]1[CH2:18][CH2:17][CH2:16][CH2:15][CH2:14][CH2:13][C:4]=13.[C:19]([CH2:23][C:24](Cl)=[O:25])([CH3:22])([CH3:21])[CH3:20]. Product: [CH3:20][C:19]([CH3:22])([CH3:21])[CH2:23][C:24]([NH:10][C:9]1[CH:1]=[C:2]2[C:6]3=[C:7]([CH2:11][CH2:12][N:5]3[C:4]3[CH2:13][CH2:14][CH2:15][CH2:16][CH2:17][CH2:18][C:3]2=3)[CH:8]=1)=[O:25]. The catalyst class is: 4. (8) Reactant: O1CCC(C[N:8]2[C:16]3[C:11](=[CH:12][CH:13]=[CH:14][C:15]=3[Cl:17])[C:10]([C:18]([NH2:20])=[O:19])=[CH:9]2)CC1.Cl[C:22]([S:24]Cl)=[O:23]. Product: [O:23]1[CH2:22][CH2:9][CH:10]([CH2:18][C:13]2[CH:12]=[C:11]3[C:16](=[C:15]([Cl:17])[CH:14]=2)[NH:8][CH:9]=[CH:10]3)[CH2:11][CH2:12]1.[O:19]1[CH:18]=[N:20][S:24][C:22]1=[O:23]. The catalyst class is: 7.